This data is from Forward reaction prediction with 1.9M reactions from USPTO patents (1976-2016). The task is: Predict the product of the given reaction. (1) Given the reactants [F:1][C:2]1[CH:7]=[CH:6][C:5]([C:8]2[CH:20]=[C:11]3[CH:12]=[CH:13][C:14]([C:16]([F:19])([F:18])[F:17])=[CH:15][N:10]3[N:9]=2)=[CH:4][CH:3]=1.[C:21](OC(=O)C)(=[O:23])[CH3:22].[OH-].[Na+], predict the reaction product. The product is: [F:1][C:2]1[CH:3]=[CH:4][C:5]([C:8]2[C:20]([C:21](=[O:23])[CH3:22])=[C:11]3[CH:12]=[CH:13][C:14]([C:16]([F:18])([F:17])[F:19])=[CH:15][N:10]3[N:9]=2)=[CH:6][CH:7]=1. (2) Given the reactants [C:1]([NH2:5])([CH3:4])([CH3:3])[CH3:2].S([O-])([O-])(=O)=O.[Mg+2].[CH:12](=O)[CH:13]([CH3:15])[CH3:14], predict the reaction product. The product is: [CH3:12][CH:13]([CH3:15])[CH:14]=[N:5][C:1]([CH3:4])([CH3:3])[CH3:2]. (3) Given the reactants C(OC([NH:8][CH:9]1[CH2:14][CH2:13][CH:12]([CH2:15][C:16]([OH:18])=[O:17])[CH2:11][CH2:10]1)=O)(C)(C)C.C([O-])([O-])=O.[K+].[K+].[CH2:25](Br)[C:26]1[CH:31]=[CH:30][CH:29]=[CH:28][CH:27]=1, predict the reaction product. The product is: [NH2:8][C@H:9]1[CH2:10][CH2:11][C@H:12]([CH2:15][C:16]([O:18][CH2:25][C:26]2[CH:31]=[CH:30][CH:29]=[CH:28][CH:27]=2)=[O:17])[CH2:13][CH2:14]1. (4) Given the reactants [CH3:1][C@H:2]1[CH2:7][CH2:6][CH:5]([C:8]2[CH:13]=[CH:12][CH:11]=[CH:10][CH:9]=2)[S:4](=[O:15])(=[O:14])[N:3]1[CH2:16][C:17]1[CH:25]=[CH:24][C:20]([C:21]([OH:23])=O)=[CH:19][CH:18]=1.[O:26]1[CH2:31][CH2:30][CH:29]([NH2:32])[CH2:28][CH2:27]1.C(N(CC)CC)C.CN(C(ON1N=NC2C=CC=NC1=2)=[N+](C)C)C.F[P-](F)(F)(F)(F)F, predict the reaction product. The product is: [CH3:1][C@H:2]1[CH2:7][CH2:6][CH:5]([C:8]2[CH:9]=[CH:10][CH:11]=[CH:12][CH:13]=2)[S:4](=[O:15])(=[O:14])[N:3]1[CH2:16][C:17]1[CH:18]=[CH:19][C:20]([C:21]([NH:32][CH:29]2[CH2:30][CH2:31][O:26][CH2:27][CH2:28]2)=[O:23])=[CH:24][CH:25]=1.